From a dataset of Full USPTO retrosynthesis dataset with 1.9M reactions from patents (1976-2016). Predict the reactants needed to synthesize the given product. (1) Given the product [Cl:24][C:22]1[CH:21]=[C:4]([CH:3]=[C:2]([NH:28][CH2:27][C:26]([F:30])([F:29])[F:25])[CH:23]=1)[CH2:5][O:6][C:7]1[CH:12]=[CH:11][CH:10]=[CH:9][C:8]=1[CH2:13][C:14]([O:16][C:17]([CH3:20])([CH3:19])[CH3:18])=[O:15], predict the reactants needed to synthesize it. The reactants are: Br[C:2]1[CH:3]=[C:4]([CH:21]=[C:22]([Cl:24])[CH:23]=1)[CH2:5][O:6][C:7]1[CH:12]=[CH:11][CH:10]=[CH:9][C:8]=1[CH2:13][C:14]([O:16][C:17]([CH3:20])([CH3:19])[CH3:18])=[O:15].[F:25][C:26]([F:30])([F:29])[CH2:27][NH2:28].C([O-])([O-])=O.[Cs+].[Cs+]. (2) Given the product [ClH:25].[F:24][C:2]([F:1])([F:23])[C:3]1[CH:4]=[CH:5][C:6]([CH2:7][CH:8]2[CH2:13][CH2:12][NH:11][CH2:10][CH2:9]2)=[CH:21][CH:22]=1, predict the reactants needed to synthesize it. The reactants are: [F:1][C:2]([F:24])([F:23])[C:3]1[CH:22]=[CH:21][C:6]([CH2:7][CH:8]2[CH2:13][CH2:12][N:11](C(OC(C)(C)C)=O)[CH2:10][CH2:9]2)=[CH:5][CH:4]=1.[ClH:25]. (3) Given the product [F:1][C:2]1[CH:13]=[CH:12][C:11]([NH2:14])=[CH:10][C:3]=1[CH2:4][N:5]1[CH2:6][CH2:7][CH2:8][CH2:9]1, predict the reactants needed to synthesize it. The reactants are: [F:1][C:2]1[CH:13]=[CH:12][C:11]([N+:14]([O-])=O)=[CH:10][C:3]=1[CH2:4][N:5]1[CH2:9][CH2:8][CH2:7][CH2:6]1. (4) Given the product [NH2:20][CH2:19][CH2:18][CH2:17][CH2:16][N:3]1[C:4]2[C:13]3[CH:12]=[CH:11][CH:10]=[CH:9][C:8]=3[N:7]=[C:6]([NH2:28])[C:5]=2[N:15]=[C:2]1[NH2:1], predict the reactants needed to synthesize it. The reactants are: [NH2:1][C:2]1[N:3]([CH2:16][CH2:17][CH2:18][CH2:19][NH:20]C(=O)OC(C)(C)C)[C:4]2[C:13]3[CH:12]=[CH:11][CH:10]=[CH:9][C:8]=3[N:7]=[C:6](Cl)[C:5]=2[N:15]=1.[NH3:28]. (5) Given the product [Cl:1][C:2]1[C:7](=[O:8])[N:6]([CH3:9])[CH:5]=[C:4]([NH:10][CH:11]([C:29]2[CH:34]=[CH:33][C:32]([Cl:35])=[CH:31][CH:30]=2)[C:12]2[C:13]([C:24]([OH:26])=[O:25])=[N:14][N:15]([CH:21]3[CH2:23][CH2:22]3)[C:16]=2[C:17]([F:19])([F:18])[F:20])[CH:3]=1, predict the reactants needed to synthesize it. The reactants are: [Cl:1][C:2]1[C:7](=[O:8])[N:6]([CH3:9])[CH:5]=[C:4]([NH:10][CH:11]([C:29]2[CH:34]=[CH:33][C:32]([Cl:35])=[CH:31][CH:30]=2)[C:12]2[C:13]([C:24]([O:26]CC)=[O:25])=[N:14][N:15]([CH:21]3[CH2:23][CH2:22]3)[C:16]=2[C:17]([F:20])([F:19])[F:18])[CH:3]=1.[OH-].[Na+]. (6) Given the product [CH3:8][N:9]1[C:1]([CH3:2])=[C:17]([C:18]2[CH:23]=[CH:22][CH:21]=[CH:20][CH:19]=2)[C:12]2[C:11](=[CH:16][CH:15]=[CH:14][CH:13]=2)[C:10]1=[O:24], predict the reactants needed to synthesize it. The reactants are: [CH:1](O)(C)[CH3:2].C(=O)=O.[CH3:8][NH:9][C:10](=[O:24])[C:11]1[CH:16]=[CH:15][CH:14]=[CH:13][C:12]=1[CH2:17][C:18]1[CH:23]=[CH:22][CH:21]=[CH:20][CH:19]=1.C([Li])CCC.C(Cl)(=O)C. (7) Given the product [Cl:1][C:2]1[N:7]=[C:6]([NH:16][C:15]2[CH:17]=[C:11]([O:10][CH3:9])[CH:12]=[CH:13][C:14]=2[CH3:18])[CH:5]=[CH:4][N:3]=1, predict the reactants needed to synthesize it. The reactants are: [Cl:1][C:2]1[N:7]=[C:6](Cl)[CH:5]=[CH:4][N:3]=1.[CH3:9][O:10][C:11]1[CH:12]=[CH:13][C:14]([CH3:18])=[C:15]([CH:17]=1)[NH2:16].C(N(CC)CC)C. (8) Given the product [Br:1][C:2]1[CH:3]=[C:4]2[C:12](=[C:13]([C:15](=[O:17])[NH2:16])[CH:14]=1)[NH:11][C:10]1[CH:9]=[C:8]([C:18]([OH:20])=[O:19])[CH:7]=[CH:6][C:5]2=1, predict the reactants needed to synthesize it. The reactants are: [Br:1][C:2]1[CH:3]=[C:4]2[C:12](=[C:13]([C:15](=[O:17])[NH2:16])[CH:14]=1)[NH:11][C:10]1[CH:9]=[C:8]([C:18]([O:20]CC)=[O:19])[CH:7]=[CH:6][C:5]2=1.C1COCC1.[OH-].[Na+]. (9) Given the product [OH:1][N:2]([CH:5]([C:26]1[CH:27]=[CH:28][C:29]([OH:32])=[CH:30][CH:31]=1)[CH2:6][S:7]([C:10]1[CH:11]=[CH:12][C:13]([C:16]2[CH:21]=[CH:20][C:19]([C:22]([F:23])([F:24])[F:25])=[CH:18][CH:17]=2)=[CH:14][CH:15]=1)(=[O:9])=[O:8])[CH:3]=[O:4], predict the reactants needed to synthesize it. The reactants are: [OH:1][N:2]([CH:5]([C:26]1[CH:31]=[CH:30][C:29]([O:32]COC)=[CH:28][CH:27]=1)[CH2:6][S:7]([C:10]1[CH:15]=[CH:14][C:13]([C:16]2[CH:21]=[CH:20][C:19]([C:22]([F:25])([F:24])[F:23])=[CH:18][CH:17]=2)=[CH:12][CH:11]=1)(=[O:9])=[O:8])[CH:3]=[O:4].O.